Dataset: Catalyst prediction with 721,799 reactions and 888 catalyst types from USPTO. Task: Predict which catalyst facilitates the given reaction. Reactant: [F:1][CH:2]([F:14])[C:3]1[NH:7][C:6]2[CH:8]=[CH:9][CH:10]=[C:11]([O:12][CH3:13])[C:5]=2[N:4]=1.[Cl:15][C:16]1[N:21]=[C:20](Cl)[N:19]=[C:18]([N:23]2[CH2:28][CH2:27][O:26][CH2:25][CH2:24]2)[N:17]=1.C([O-])([O-])=O.[K+].[K+]. Product: [Cl:15][C:16]1[N:17]=[C:18]([N:23]2[CH2:24][CH2:25][O:26][CH2:27][CH2:28]2)[N:19]=[C:20]([N:7]2[C:6]3[CH:8]=[CH:9][CH:10]=[C:11]([O:12][CH3:13])[C:5]=3[N:4]=[C:3]2[CH:2]([F:1])[F:14])[N:21]=1. The catalyst class is: 18.